From a dataset of Reaction yield outcomes from USPTO patents with 853,638 reactions. Predict the reaction yield, written as a fraction of the theoretical maximum amount of product (1.0 means a 100% yield; for example, 0.34 means a 34% yield). (1) The reactants are [CH3:1][C:2]1[CH2:7][CH2:6][CH2:5][C:4]([CH3:9])([CH3:8])[C:3]=1[CH:10]=O.[F:12][C:13]1[CH:19]=[CH:18][C:16](N)=[CH:15][C:14]=1[CH3:20].C([BH3-])#[N:22].[Na+].[Cl-].[NH4+]. The catalyst is CO.C(O)(=O)C. The product is [F:12][C:13]1[CH:19]=[C:18]([CH:16]=[CH:15][C:14]=1[CH3:20])[NH:22][CH2:10][C:3]1[C:4]([CH3:9])([CH3:8])[CH2:5][CH2:6][CH2:7][C:2]=1[CH3:1]. The yield is 0.490. (2) The reactants are Cl.[OH:2][NH:3][C:4]([C@H:6]1[C:11]([CH3:13])([CH3:12])[S:10][CH2:9][CH2:8][N:7]1[S:14]([C:17]1[CH:37]=[CH:36][C:20]([O:21][CH2:22][C:23]#[C:24][CH2:25][CH2:26][CH2:27][NH:28]C(=O)OC(C)(C)C)=[CH:19][CH:18]=1)(=[O:16])=[O:15])=[O:5]. The catalyst is ClCCl.CO. The product is [NH2:28][CH2:27][CH2:26][CH2:25][C:24]#[C:23][CH2:22][O:21][C:20]1[CH:36]=[CH:37][C:17]([S:14]([N:7]2[CH2:8][CH2:9][S:10][C:11]([CH3:12])([CH3:13])[C@@H:6]2[C:4]([NH:3][OH:2])=[O:5])(=[O:15])=[O:16])=[CH:18][CH:19]=1. The yield is 1.00. (3) The reactants are [CH3:1][N:2]([CH2:7][C:8]1[C:16]2[C:11](=[CH:12][CH:13]=[CH:14][CH:15]=2)[NH:10][C:9]=1[CH3:17])[C:3](=[O:6])[CH:4]=[CH2:5].[NH2:18][C:19]1[N:24]=[CH:23][C:22](Br)=[CH:21][N:20]=1.C1(C)C=CC=CC=1P(C1C=CC=CC=1C)C1C=CC=CC=1C.C(N(C(C)C)CC)(C)C. The catalyst is C(#N)CC.CN(C=O)C.CC([O-])=O.CC([O-])=O.[Pd+2]. The product is [NH2:18][C:19]1[N:24]=[CH:23][C:22](/[CH:5]=[CH:4]/[C:3]([N:2]([CH2:7][C:8]2[C:16]3[C:11](=[CH:12][CH:13]=[CH:14][CH:15]=3)[NH:10][C:9]=2[CH3:17])[CH3:1])=[O:6])=[CH:21][N:20]=1. The yield is 0.650.